Dataset: Catalyst prediction with 721,799 reactions and 888 catalyst types from USPTO. Task: Predict which catalyst facilitates the given reaction. (1) Reactant: [Cl:1][C:2]1[C:3]([O:12][C:13]2[CH:18]=[C:17]([O:19][CH2:20][C:21]([OH:24])([CH3:23])[CH3:22])[CH:16]=[CH:15][C:14]=2/[CH:25]=[CH:26]/[C:27]([OH:29])=O)=[N:4][CH:5]=[C:6]([C:8]([F:11])([F:10])[F:9])[CH:7]=1.Cl.C(N=C=NCCCN(C)C)C.[CH2:42]([S:47]([NH2:50])(=[O:49])=[O:48])[CH2:43][CH2:44][CH2:45][CH3:46].Cl. Product: [Cl:1][C:2]1[C:3]([O:12][C:13]2[CH:18]=[C:17]([O:19][CH2:20][C:21]([OH:24])([CH3:23])[CH3:22])[CH:16]=[CH:15][C:14]=2/[CH:25]=[CH:26]/[C:27]([NH:50][S:47]([CH2:42][CH2:43][CH2:44][CH2:45][CH3:46])(=[O:49])=[O:48])=[O:29])=[N:4][CH:5]=[C:6]([C:8]([F:9])([F:11])[F:10])[CH:7]=1. The catalyst class is: 766. (2) Reactant: [CH2:1]([O:3][C:4]([N:6]1[CH2:11][CH2:10][N:9]([C:12](=[O:56])[C@@H:13]([NH:23][C:24]([C:26]2[CH:30]=[C:29]([O:31][CH2:32][C:33]([N:35]3[CH2:39][CH2:38][CH:37]([C:40]([O:42]CC4C=CC=CC=4)=[O:41])[CH2:36]3)=[O:34])[N:28]([C:50]3[CH:55]=[CH:54][CH:53]=[CH:52][CH:51]=3)[N:27]=2)=[O:25])[CH2:14][CH2:15][C:16]([O:18][C:19]([CH3:22])([CH3:21])[CH3:20])=[O:17])[CH2:8][CH2:7]1)=[O:5])[CH3:2]. Product: [CH2:1]([O:3][C:4]([N:6]1[CH2:7][CH2:8][N:9]([C:12](=[O:56])[C@@H:13]([NH:23][C:24]([C:26]2[CH:30]=[C:29]([O:31][CH2:32][C:33]([N:35]3[CH2:39][CH2:38][CH:37]([C:40]([OH:42])=[O:41])[CH2:36]3)=[O:34])[N:28]([C:50]3[CH:55]=[CH:54][CH:53]=[CH:52][CH:51]=3)[N:27]=2)=[O:25])[CH2:14][CH2:15][C:16]([O:18][C:19]([CH3:22])([CH3:21])[CH3:20])=[O:17])[CH2:10][CH2:11]1)=[O:5])[CH3:2]. The catalyst class is: 78. (3) The catalyst class is: 12. Product: [CH:33]1([C:30]2[CH:29]=[CH:28][C:27]([C@@H:25]3[CH2:26][C@H:24]3[NH:16][CH:13]3[CH2:14][CH2:15][CH:10]([NH2:9])[CH2:11][CH2:12]3)=[CH:32][CH:31]=2)[CH2:35][CH2:34]1. Reactant: Cl.C(OC([NH:9][CH:10]1[CH2:15][CH2:14][CH:13]([N:16]([C@@H:24]2[CH2:26][C@H:25]2[C:27]2[CH:32]=[CH:31][C:30]([CH:33]3[CH2:35][CH2:34]3)=[CH:29][CH:28]=2)C(=O)OC(C)(C)C)[CH2:12][CH2:11]1)=O)(C)(C)C. (4) Reactant: FC(F)(F)C(OC1C(OC(=O)C(F)(F)F)=C(I)C=CC=1)=[O:4].C(=O)([O-])[O-].[Cs+].[Cs+].[CH3:28][O:29][C:30]1[C@@:31]2([CH2:57][CH:58]=[C:59]([CH3:61])[CH3:60])[CH2:37][CH:35]3[O:36][C@@:32]2([O:55][CH3:56])[C@H:33]([CH2:53][CH:54]=1)[C@@:34]3([CH2:39][CH2:40][CH2:41][C:42]([O:45][Si:46]([CH2:51][CH3:52])([CH2:49][CH3:50])[CH2:47][CH3:48])([CH3:44])[CH3:43])[CH3:38].O=O.CCCCCCCCC.C(OO)(C)(C)C. Product: [CH3:28][O:29][C:30]1[C@@:31]2([CH2:57][CH:58]=[C:59]([CH3:60])[CH3:61])[CH2:37][CH:35]3[O:36][C@@:32]2([O:55][CH3:56])[C@H:33]([C:53](=[O:4])[CH:54]=1)[C@:34]3([CH3:38])[CH2:39][CH2:40][CH2:41][C:42]([CH3:43])([O:45][Si:46]([CH2:49][CH3:50])([CH2:51][CH3:52])[CH2:47][CH3:48])[CH3:44]. The catalyst class is: 521. (5) Reactant: [C:1]1([C:7]2[S:11][CH:10]=[N:9][C:8]=2[CH2:12]O)[CH:6]=[CH:5][CH:4]=[CH:3][CH:2]=1.C1C=CC(P(C2C=CC=CC=2)C2C=CC=CC=2)=CC=1.C(Br)(Br)(Br)[Br:34]. Product: [Br:34][CH2:12][C:8]1[N:9]=[CH:10][S:11][C:7]=1[C:1]1[CH:6]=[CH:5][CH:4]=[CH:3][CH:2]=1. The catalyst class is: 23. (6) Reactant: O1CC[C@H]([O:6][C:7](=[O:34])[NH:8][CH2:9][C@H:10]2[CH2:15][CH2:14][CH2:13][N:12]([C:16]3[C:25]4[C:20](=[CH:21][C:22]([CH3:26])=[CH:23][CH:24]=4)[N:19]=[C:18]([C:27]4[CH:32]=[CH:31][CH:30]=[CH:29][C:28]=4[OH:33])[N:17]=3)[CH2:11]2)C1.[ClH:35].[CH3:36][CH2:37][O:38][CH2:39][CH3:40]. Product: [ClH:35].[O:38]1[CH2:39][CH2:40][C@H:36]([N:8]([CH2:9][C@@H:10]2[CH2:15][CH2:14][CH2:13][N:12]([C:16]3[C:25]4[C:20](=[CH:21][C:22]([CH3:26])=[CH:23][CH:24]=4)[N:19]=[C:18]([C:27]4[CH:32]=[CH:31][CH:30]=[CH:29][C:28]=4[OH:33])[N:17]=3)[CH2:11]2)[C:7](=[O:34])[OH:6])[CH2:37]1. The catalyst class is: 2. (7) Reactant: Cl[C:2]1[C:11]([C:12]([OH:14])=[O:13])=[CH:10][C:9]2[C:4](=[C:5]([Cl:16])[CH:6]=[C:7]([Cl:15])[CH:8]=2)[N:3]=1.[NH2:17][CH:18]([CH:22]([C:26]1[CH:31]=[CH:30][CH:29]=[CH:28][CH:27]=1)[C:23]([OH:25])=[O:24])[C:19]([OH:21])=[O:20]. Product: [C:12]([C:11]1[C:2]([NH:17][CH:18]([CH:22]([C:26]2[CH:31]=[CH:30][CH:29]=[CH:28][CH:27]=2)[C:23]([OH:25])=[O:24])[C:19]([OH:21])=[O:20])=[N:3][C:4]2[C:9]([CH:10]=1)=[CH:8][C:7]([Cl:15])=[CH:6][C:5]=2[Cl:16])([OH:14])=[O:13]. The catalyst class is: 16. (8) Reactant: I[C:2]1[C:3]([CH3:18])=[N:4][N:5]([S:8]([C:11]2[CH:16]=[CH:15][C:14]([CH3:17])=[CH:13][CH:12]=2)(=[O:10])=[O:9])[C:6]=1[CH3:7].C([Mg]Cl)(C)C.CN([CH:27]=[O:28])C. Product: [CH3:18][C:3]1[C:2]([CH:27]=[O:28])=[C:6]([CH3:7])[N:5]([S:8]([C:11]2[CH:16]=[CH:15][C:14]([CH3:17])=[CH:13][CH:12]=2)(=[O:10])=[O:9])[N:4]=1. The catalyst class is: 1. (9) Reactant: O[C@@H]([C@H](O)C(O)=O)C(O)=O.[F:11][C:12]1[CH:17]=[CH:16][C:15]([NH:18][CH:19]([C:31]2[CH:36]=[CH:35][CH:34]=[CH:33][CH:32]=2)[C:20]([O:22][C@@H:23]2[CH:28]3[CH2:29][CH2:30][N:25]([CH2:26][CH2:27]3)[CH2:24]2)=[O:21])=[CH:14][CH:13]=1. Product: [F:11][C:12]1[CH:17]=[CH:16][C:15]([NH:18][C@H:19]([C:31]2[CH:32]=[CH:33][CH:34]=[CH:35][CH:36]=2)[C:20]([O:22][C@@H:23]2[CH:28]3[CH2:29][CH2:30][N:25]([CH2:26][CH2:27]3)[CH2:24]2)=[O:21])=[CH:14][CH:13]=1. The catalyst class is: 21.